Dataset: Reaction yield outcomes from USPTO patents with 853,638 reactions. Task: Predict the reaction yield, written as a fraction of the theoretical maximum amount of product (1.0 means a 100% yield; for example, 0.34 means a 34% yield). The reactants are [CH3:1][C:2]1[CH:21]=[CH:20][C:5]2[N:6]3[C:17]([C:18]#[N:19])=[CH:16][CH:15]=[C:7]3[C:8]3([CH2:14][CH2:13][NH:12][CH2:11][CH2:10]3)[O:9][C:4]=2[CH:3]=1.C(N(CC)CC)C.[F:29][C:30]([F:41])([F:40])[C:31](O[C:31](=[O:32])[C:30]([F:41])([F:40])[F:29])=[O:32]. The catalyst is ClCCl. The product is [CH3:1][C:2]1[CH:21]=[CH:20][C:5]2[N:6]3[C:17]([C:18]#[N:19])=[CH:16][CH:15]=[C:7]3[C:8]3([CH2:10][CH2:11][N:12]([C:31](=[O:32])[C:30]([F:41])([F:40])[F:29])[CH2:13][CH2:14]3)[O:9][C:4]=2[CH:3]=1. The yield is 0.740.